Dataset: Peptide-MHC class II binding affinity with 134,281 pairs from IEDB. Task: Regression. Given a peptide amino acid sequence and an MHC pseudo amino acid sequence, predict their binding affinity value. This is MHC class II binding data. (1) The MHC is HLA-DQA10301-DQB10302 with pseudo-sequence HLA-DQA10301-DQB10302. The binding affinity (normalized) is 0.0204. The peptide sequence is TNIRQAGVQY. (2) The peptide sequence is ESHGVAAVLFAATAA. The MHC is HLA-DPA10301-DPB10402 with pseudo-sequence HLA-DPA10301-DPB10402. The binding affinity (normalized) is 0.337. (3) The peptide sequence is EKKYFAATQFEPEAA. The MHC is HLA-DPA10201-DPB10101 with pseudo-sequence HLA-DPA10201-DPB10101. The binding affinity (normalized) is 1.00. (4) The peptide sequence is YPKYVKQNTLKLAT. The MHC is DRB1_0701 with pseudo-sequence DRB1_0701. The binding affinity (normalized) is 0. (5) The peptide sequence is NIRQAGVQYSR. The MHC is DRB1_1501 with pseudo-sequence DRB1_1501. The binding affinity (normalized) is 0.389. (6) The peptide sequence is EDLVRAYHAMSSTHE. The MHC is HLA-DPA10103-DPB10301 with pseudo-sequence HLA-DPA10103-DPB10301. The binding affinity (normalized) is 0.938.